Dataset: Peptide-MHC class I binding affinity with 185,985 pairs from IEDB/IMGT. Task: Regression. Given a peptide amino acid sequence and an MHC pseudo amino acid sequence, predict their binding affinity value. This is MHC class I binding data. (1) The binding affinity (normalized) is 0.0847. The peptide sequence is KLAEIFQPF. The MHC is HLA-A11:01 with pseudo-sequence HLA-A11:01. (2) The MHC is HLA-A02:01 with pseudo-sequence HLA-A02:01. The binding affinity (normalized) is 0.314. The peptide sequence is EELKSLFNTV. (3) The peptide sequence is KVEKYLPEVI. The MHC is HLA-A68:02 with pseudo-sequence HLA-A68:02. The binding affinity (normalized) is 0. (4) The binding affinity (normalized) is 0.825. The peptide sequence is SDYLELDII. The MHC is Mamu-B01 with pseudo-sequence Mamu-B01.